This data is from NCI-60 drug combinations with 297,098 pairs across 59 cell lines. The task is: Regression. Given two drug SMILES strings and cell line genomic features, predict the synergy score measuring deviation from expected non-interaction effect. Drug 1: CC1OCC2C(O1)C(C(C(O2)OC3C4COC(=O)C4C(C5=CC6=C(C=C35)OCO6)C7=CC(=C(C(=C7)OC)O)OC)O)O. Drug 2: CN1C(=O)N2C=NC(=C2N=N1)C(=O)N. Cell line: NCI/ADR-RES. Synergy scores: CSS=-2.86, Synergy_ZIP=2.57, Synergy_Bliss=-0.437, Synergy_Loewe=-4.36, Synergy_HSA=-5.24.